This data is from Catalyst prediction with 721,799 reactions and 888 catalyst types from USPTO. The task is: Predict which catalyst facilitates the given reaction. Reactant: [C:1]([C:3]1[CH:4]=[C:5](/[C:38](/[CH3:41])=[CH:39]\[CH3:40])[C:6]2[O:10][C:9]([C:11]3[CH:36]=[CH:35][C:14]([C:15]([NH:17][CH2:18][CH:19]4[CH2:24][CH2:23][N:22]([C:25]5[N:30]=[C:29]([C:31]([F:34])([F:33])[F:32])[CH:28]=[CH:27][N:26]=5)[CH2:21][CH2:20]4)=[O:16])=[CH:13][CH:12]=3)=[N:8][C:7]=2[CH:37]=1)#[N:2].ClCCl.CO. Product: [CH:38]([C:5]1[C:6]2[O:10][C:9]([C:11]3[CH:12]=[CH:13][C:14]([C:15]([NH:17][CH2:18][CH:19]4[CH2:24][CH2:23][N:22]([C:25]5[N:30]=[C:29]([C:31]([F:33])([F:34])[F:32])[CH:28]=[CH:27][N:26]=5)[CH2:21][CH2:20]4)=[O:16])=[CH:35][CH:36]=3)=[N:8][C:7]=2[CH:37]=[C:3]([C:1]#[N:2])[CH:4]=1)([CH2:39][CH3:40])[CH3:41]. The catalyst class is: 78.